This data is from Reaction yield outcomes from USPTO patents with 853,638 reactions. The task is: Predict the reaction yield, written as a fraction of the theoretical maximum amount of product (1.0 means a 100% yield; for example, 0.34 means a 34% yield). (1) The yield is 0.830. The reactants are [NH2:1][C:2]1[CH:7]=[CH:6][C:5]([Br:8])=[CH:4][N:3]=1.Cl[CH2:10][CH:11]=O.C(=O)(O)[O-].[Na+]. The catalyst is C(#N)C. The product is [Br:8][C:5]1[CH:6]=[CH:7][C:2]2[N:3]([CH:10]=[CH:11][N:1]=2)[CH:4]=1. (2) The reactants are Br[C:2]1[CH:7]=[CH:6][CH:5]=[C:4]([C:8]2[C@@:9]3([CH3:17])[C:14]([CH3:16])([CH3:15])[C@@H:12]([CH:13]=2)[CH2:11][CH2:10]3)[N:3]=1.C([O-])([O-])=O.[Na+].[Na+].[C:24]1(B(O)O)[CH:29]=[CH:28][CH:27]=[CH:26][CH:25]=1.N. The catalyst is C1(C)C=CC=CC=1.O.CO.C1C=CC([P]([Pd]([P](C2C=CC=CC=2)(C2C=CC=CC=2)C2C=CC=CC=2)([P](C2C=CC=CC=2)(C2C=CC=CC=2)C2C=CC=CC=2)[P](C2C=CC=CC=2)(C2C=CC=CC=2)C2C=CC=CC=2)(C2C=CC=CC=2)C2C=CC=CC=2)=CC=1. The product is [C:24]1([C:2]2[CH:7]=[CH:6][CH:5]=[C:4]([C:8]3[C@@:9]4([CH3:17])[C:14]([CH3:16])([CH3:15])[C@@H:12]([CH:13]=3)[CH2:11][CH2:10]4)[N:3]=2)[CH:29]=[CH:28][CH:27]=[CH:26][CH:25]=1. The yield is 0.910.